From a dataset of Catalyst prediction with 721,799 reactions and 888 catalyst types from USPTO. Predict which catalyst facilitates the given reaction. (1) Reactant: [CH:1]1([CH2:4][O:5][C:6]2[CH:11]=[C:10]([F:12])[C:9]([O:13]COC)=[CH:8][N:7]=2)[CH2:3][CH2:2]1.Cl.C(=O)([O-])O.[Na+]. Product: [CH:1]1([CH2:4][O:5][C:6]2[N:7]=[CH:8][C:9]([OH:13])=[C:10]([F:12])[CH:11]=2)[CH2:2][CH2:3]1. The catalyst class is: 1. (2) The catalyst class is: 5. Reactant: [CH3:1][O:2][C:3](=[O:23])[C:4]([NH:15]C(OC(C)(C)C)=O)([CH3:14])[CH2:5][NH:6][C:7]1[CH:12]=[CH:11][C:10]([F:13])=[CH:9][CH:8]=1.Cl.[OH-].[Na+]. Product: [CH3:1][O:2][C:3](=[O:23])[C:4]([NH2:15])([CH3:14])[CH2:5][NH:6][C:7]1[CH:12]=[CH:11][C:10]([F:13])=[CH:9][CH:8]=1. (3) Reactant: [CH3:1][O:2][C:3]1[CH:8]=[CH:7][CH:6]=[C:5]([O:9][CH3:10])[C:4]=1B(O)O.[CH2:14]([O:21][C:22]([N:24]1[CH2:29][CH2:28][CH2:27][CH:26]([C:30](=[O:39])[NH:31][C:32]2[CH:37]=[C:36](Cl)[N:35]=[CH:34][N:33]=2)[CH2:25]1)=[O:23])[C:15]1[CH:20]=[CH:19][CH:18]=[CH:17][CH:16]=1.C(=O)([O-])[O-].[K+].[K+]. Product: [CH2:14]([O:21][C:22]([N:24]1[CH2:29][CH2:28][CH2:27][CH:26]([C:30](=[O:39])[NH:31][C:32]2[CH:37]=[C:36]([C:4]3[C:3]([O:2][CH3:1])=[CH:8][CH:7]=[CH:6][C:5]=3[O:9][CH3:10])[N:35]=[CH:34][N:33]=2)[CH2:25]1)=[O:23])[C:15]1[CH:16]=[CH:17][CH:18]=[CH:19][CH:20]=1. The catalyst class is: 762. (4) Reactant: [CH3:1][O:2][C:3]1[CH:8]=[CH:7][C:6]([S:9]([NH:12][C@H:13]([CH2:21][CH:22]=[CH2:23])[C:14]([O:16][C:17]([CH3:20])([CH3:19])[CH3:18])=[O:15])(=[O:11])=[O:10])=[CH:5][CH:4]=1.C(=O)([O-])[O-].[K+].[K+].[N:30]1[CH:35]=[CH:34][CH:33]=[CH:32][C:31]=1CCl.[CH:38](Cl)(Cl)Cl. Product: [CH3:1][O:2][C:3]1[CH:4]=[CH:5][C:6]([S:9]([N:12]([CH2:38][C:34]2[CH:35]=[N:30][CH:31]=[CH:32][CH:33]=2)[C@H:13]([CH2:21][CH:22]=[CH2:23])[C:14]([O:16][C:17]([CH3:18])([CH3:19])[CH3:20])=[O:15])(=[O:11])=[O:10])=[CH:7][CH:8]=1. The catalyst class is: 3. (5) Reactant: [O:1]1[CH2:5][CH2:4][O:3][CH:2]1[C:6]1[CH:23]=[CH:22][CH:21]=[CH:20][C:7]=1[CH2:8][NH:9][C:10]1[CH:14]=[CH:13][NH:12][C:11]=1[C:15]([O:17][CH2:18][CH3:19])=[O:16].CCN(C(C)C)C(C)C.[C:33]([N:41]=[C:42]=[S:43])(=[O:40])[C:34]1[CH:39]=[CH:38][CH:37]=[CH:36][CH:35]=1. Product: [C:33]([NH:41][C:42]([N:9]([CH2:8][C:7]1[CH:20]=[CH:21][CH:22]=[CH:23][C:6]=1[CH:2]1[O:3][CH2:4][CH2:5][O:1]1)[C:10]1[CH:14]=[CH:13][NH:12][C:11]=1[C:15]([O:17][CH2:18][CH3:19])=[O:16])=[S:43])(=[O:40])[C:34]1[CH:39]=[CH:38][CH:37]=[CH:36][CH:35]=1. The catalyst class is: 2. (6) Reactant: [OH:1][CH2:2][CH2:3][N:4]1[C:16]2[C:15]3[N:14]=[C:13]([NH:17][C:18]4[CH:23]=[C:22]([N:24]5[CH2:29][CH2:28][N:27]([CH3:30])[CH2:26][CH2:25]5)[CH:21]=[CH:20][C:19]=4[O:31][C:32]([F:35])([F:34])[F:33])[N:12]=[CH:11][C:10]=3[CH2:9][CH2:8][C:7]=2[C:6]([C:36]([O:38]CC)=[O:37])=[N:5]1.[OH-].[K+:42]. Product: [OH:1][CH2:2][CH2:3][N:4]1[C:16]2[C:15]3[N:14]=[C:13]([NH:17][C:18]4[CH:23]=[C:22]([N:24]5[CH2:29][CH2:28][N:27]([CH3:30])[CH2:26][CH2:25]5)[CH:21]=[CH:20][C:19]=4[O:31][C:32]([F:34])([F:35])[F:33])[N:12]=[CH:11][C:10]=3[CH2:9][CH2:8][C:7]=2[C:6]([C:36]([O-:38])=[O:37])=[N:5]1.[K+:42]. The catalyst class is: 8. (7) Reactant: C(OC([N:8]1[CH2:13][CH2:12][N:11]([C:14]2[C:19]([C:20]3[CH:25]=[CH:24][C:23]([CH2:26][OH:27])=[CH:22][CH:21]=3)=[N:18][CH:17]=[CH:16][N:15]=2)[CH2:10][CH2:9]1)=O)(C)(C)C.FC(F)(F)C(O)=O. Product: [N:11]1([C:14]2[C:19]([C:20]3[CH:21]=[CH:22][C:23]([CH2:26][OH:27])=[CH:24][CH:25]=3)=[N:18][CH:17]=[CH:16][N:15]=2)[CH2:12][CH2:13][NH:8][CH2:9][CH2:10]1. The catalyst class is: 2. (8) Reactant: [NH2:1][C:2]1[CH:3]=[C:4]([C:8]2[C:17]3[C:12](=[C:13]([C:18]4[CH:23]=[CH:22][CH:21]=[CH:20][CH:19]=4)[CH:14]=[CH:15][CH:16]=3)[C:11]([NH:24][CH2:25][C:26]3[CH:31]=[CH:30][CH:29]=[CH:28][N:27]=3)=[N:10][N:9]=2)[CH:5]=[N:6][CH:7]=1.N1C=CC=CC=1.[C:38](Cl)(=[O:43])[O:39][CH:40]([CH3:42])[CH3:41]. Product: [C:18]1([C:13]2[CH:14]=[CH:15][CH:16]=[C:17]3[C:12]=2[C:11]([NH:24][CH2:25][C:26]2[CH:31]=[CH:30][CH:29]=[CH:28][N:27]=2)=[N:10][N:9]=[C:8]3[C:4]2[CH:3]=[C:2]([NH:1][C:38](=[O:43])[O:39][CH:40]([CH3:42])[CH3:41])[CH:7]=[N:6][CH:5]=2)[CH:23]=[CH:22][CH:21]=[CH:20][CH:19]=1. The catalyst class is: 4. (9) Reactant: [OH:1][C:2]1[CH:3]=[C:4]2[C:8](=[CH:9][CH:10]=1)[NH:7][C:6]([C:11]([O-:13])=[O:12])=[CH:5]2.C([O-])([O-])=O.[Cs+].[Cs+].Cl[C:21]1[S:22][C:23]2[CH:29]=[CH:28][CH:27]=[CH:26][C:24]=2[N:25]=1. Product: [S:22]1[C:23]2[CH:29]=[CH:28][CH:27]=[CH:26][C:24]=2[N:25]=[C:21]1[O:1][C:2]1[CH:3]=[C:4]2[C:8](=[CH:9][CH:10]=1)[NH:7][C:6]([C:11]([OH:13])=[O:12])=[CH:5]2. The catalyst class is: 16.